From a dataset of Peptide-MHC class II binding affinity with 134,281 pairs from IEDB. Regression. Given a peptide amino acid sequence and an MHC pseudo amino acid sequence, predict their binding affinity value. This is MHC class II binding data. (1) The peptide sequence is TISSYFVGKMYFN. The MHC is DRB1_1101 with pseudo-sequence DRB1_1101. The binding affinity (normalized) is 0.289. (2) The peptide sequence is AFKVAYTAANAAPAN. The MHC is DRB1_0701 with pseudo-sequence DRB1_0701. The binding affinity (normalized) is 0.681.